This data is from Full USPTO retrosynthesis dataset with 1.9M reactions from patents (1976-2016). The task is: Predict the reactants needed to synthesize the given product. (1) Given the product [F:1][C:2]1[C:3]([N:10]2[C:18]3[CH:17]=[CH:16][N:15]=[C:14]([O:19][CH3:20])[C:13]=3[C:12]([C:21]3[CH:25]=[N:24][NH:23][CH:22]=3)=[N:11]2)=[C:4]([CH:7]=[CH:8][CH:9]=1)[C:5]#[N:6], predict the reactants needed to synthesize it. The reactants are: [F:1][C:2]1[C:3]([N:10]2[C:18]3[CH:17]=[CH:16][N:15]=[C:14]([O:19][CH3:20])[C:13]=3[C:12]([C:21]3[CH:22]=[N:23][N:24](COCC[Si](C)(C)C)[CH:25]=3)=[N:11]2)=[C:4]([CH:7]=[CH:8][CH:9]=1)[C:5]#[N:6].FC(F)(F)C(O)=O.C(=O)([O-])[O-].[Na+].[Na+]. (2) Given the product [C:16]([C:3]1[C:2]([NH:1][C:29]([C:27]2[N:28]=[C:24]([NH:23][CH:20]([CH3:22])[CH3:21])[S:25][CH:26]=2)=[O:30])=[C:7]([Cl:8])[C:6]([O:9][CH2:10][CH:11]([O:12][CH3:13])[O:14][CH3:15])=[CH:5][CH:4]=1)(=[O:18])[CH3:17], predict the reactants needed to synthesize it. The reactants are: [NH2:1][C:2]1[C:7]([Cl:8])=[C:6]([O:9][CH2:10][CH:11]([O:14][CH3:15])[O:12][CH3:13])[CH:5]=[CH:4][C:3]=1[C:16](=[O:18])[CH3:17].Br.[CH:20]([NH:23][C:24]1[S:25][CH:26]=[C:27]([C:29](O)=[O:30])[N:28]=1)([CH3:22])[CH3:21].P(Cl)(Cl)(Cl)=O.O. (3) Given the product [Br:1][C:2]1[CH:8]=[CH:7][C:5]([NH:6][CH2:37][CH:34]2[CH2:36][CH2:35]2)=[C:4]([N+:9]([O-:11])=[O:10])[C:3]=1[Cl:12], predict the reactants needed to synthesize it. The reactants are: [Br:1][C:2]1[CH:8]=[CH:7][C:5]([NH2:6])=[C:4]([N+:9]([O-:11])=[O:10])[C:3]=1[Cl:12].FC(F)(F)C(O)=O.C(O[BH-](OC(=O)C)OC(=O)C)(=O)C.[Na+].[CH:34]1([CH:37]=O)[CH2:36][CH2:35]1.C(=O)([O-])O.[Na+]. (4) Given the product [F:1][C:2]1[CH:7]=[CH:6][C:5]([C:8](=[O:11])[CH2:9][CH3:10])=[C:4]([O:12][CH3:13])[CH:3]=1, predict the reactants needed to synthesize it. The reactants are: [F:1][C:2]1[CH:7]=[CH:6][C:5]([C:8](=[O:11])[CH2:9][CH3:10])=[C:4]([OH:12])[CH:3]=1.[C:13](=O)([O-])[O-].[K+].[K+].IC. (5) Given the product [CH3:11][O:10][C:3]1[CH:4]=[CH:5][C:6]([CH:8]=[O:9])=[N:7][C:2]=1[C:18]1[CH:19]=[CH:20][C:15]([S:13]([CH3:12])=[O:14])=[CH:16][CH:17]=1, predict the reactants needed to synthesize it. The reactants are: Br[C:2]1[N:7]=[C:6]([CH:8]=[O:9])[CH:5]=[CH:4][C:3]=1[O:10][CH3:11].[CH3:12][S:13]([C:15]1[CH:20]=[CH:19][C:18](B(O)O)=[CH:17][CH:16]=1)=[O:14].C([O-])([O-])=O.[Na+].[Na+]. (6) Given the product [C:24]([C:23]1[CH:27]=[CH:28][C:29]([O:30][CH3:31])=[C:21]([S:18]([NH:17][CH2:16][CH2:15][C:12]2[CH:11]=[CH:10][C:9]([C:5]([CH3:4])=[CH:6][C:7]([O:56][CH2:39][CH3:40])=[O:8])=[CH:14][CH:13]=2)(=[O:20])=[O:19])[CH:22]=1)(=[O:25])[NH2:33], predict the reactants needed to synthesize it. The reactants are: C(O[CH:4]=[C:5]([C:9]1[CH:14]=[CH:13][C:12]([CH2:15][CH2:16][NH:17][S:18]([C:21]2[CH:22]=[C:23]([CH:27]=[CH:28][C:29]=2[O:30][CH3:31])[C:24](O)=[O:25])(=[O:20])=[O:19])=[CH:11][CH:10]=1)[CH:6]=[C:7]=[O:8])C.[Cl-].[NH4+:33].C(N([CH2:39][CH3:40])CC)C.Cl.CN(C)CCCN=C=NCC.CN(C)C=[O:56]. (7) Given the product [CH3:36][C:29]1[CH:30]=[C:31]([O:35][CH:49]2[CH2:50][CH2:51][S:46][CH2:47][CH2:48]2)[CH:32]=[C:33]([CH3:34])[C:28]=1[C:24]1[CH:25]=[CH:26][CH:27]=[C:22]([CH2:21][N:8]([S:9]([C:12]2[CH:17]=[CH:16][CH:15]=[CH:14][C:13]=2[N+:18]([O-:20])=[O:19])(=[O:10])=[O:11])[C:6]2[CH:5]=[CH:4][C:3]([CH2:37][CH2:38][C:39]([O:41][C:42]([CH3:45])([CH3:44])[CH3:43])=[O:40])=[C:2]([F:1])[CH:7]=2)[CH:23]=1, predict the reactants needed to synthesize it. The reactants are: [F:1][C:2]1[CH:7]=[C:6]([N:8]([CH2:21][C:22]2[CH:23]=[C:24]([C:28]3[C:33]([CH3:34])=[CH:32][C:31]([OH:35])=[CH:30][C:29]=3[CH3:36])[CH:25]=[CH:26][CH:27]=2)[S:9]([C:12]2[CH:17]=[CH:16][CH:15]=[CH:14][C:13]=2[N+:18]([O-:20])=[O:19])(=[O:11])=[O:10])[CH:5]=[CH:4][C:3]=1[CH2:37][CH2:38][C:39]([O:41][C:42]([CH3:45])([CH3:44])[CH3:43])=[O:40].[S:46]1[CH2:51][CH2:50][CH:49](O)[CH2:48][CH2:47]1.C1(P(C2C=CC=CC=2)C2C=CC=CC=2)C=CC=CC=1.N(C(OCC)=O)=NC(OCC)=O. (8) Given the product [CH2:1]([N:4]([CH2:26][CH:27]=[CH2:28])[C:5](=[O:25])[C:6]1[C:20]([I:21])=[C:19]([N:22]=[C:29]=[O:30])[C:18]([I:23])=[C:8]([C:9]([N:11]([CH2:15][CH:16]=[CH2:17])[CH2:12][CH:13]=[CH2:14])=[O:10])[C:7]=1[I:24])[CH:2]=[CH2:3], predict the reactants needed to synthesize it. The reactants are: [CH2:1]([N:4]([CH2:26][CH:27]=[CH2:28])[C:5](=[O:25])[C:6]1[C:20]([I:21])=[C:19]([NH2:22])[C:18]([I:23])=[C:8]([C:9]([N:11]([CH2:15][CH:16]=[CH2:17])[CH2:12][CH:13]=[CH2:14])=[O:10])[C:7]=1[I:24])[CH:2]=[CH2:3].[C:29](Cl)(Cl)=[O:30].C1(C)C=CC=CC=1.